Dataset: Catalyst prediction with 721,799 reactions and 888 catalyst types from USPTO. Task: Predict which catalyst facilitates the given reaction. (1) Reactant: [Cl:1][C:2]1[CH:7]=[CH:6][C:5]([C:8]2[Se:9][C:10]([CH2:13][OH:14])=[CH:11][N:12]=2)=[CH:4][CH:3]=1.[H-].[Na+].Cl[C:18]1[C:23]([CH3:25])([CH3:24])[O:22][C:21]([CH3:27])([CH3:26])[C:20](=[O:28])[CH:19]=1. Product: [Cl:1][C:2]1[CH:3]=[CH:4][C:5]([C:8]2[Se:9][C:10]([CH2:13][O:14][C:18]3[C:23]([CH3:24])([CH3:25])[O:22][C:21]([CH3:27])([CH3:26])[C:20](=[O:28])[CH:19]=3)=[CH:11][N:12]=2)=[CH:6][CH:7]=1. The catalyst class is: 7. (2) Reactant: [CH3:1][O:2][C:3]1[CH:4]=[C:5]([C@H:9]2[CH2:13][CH2:12][CH2:11][C@H:10]2[N:14]2C(=O)C3C(=CC=CC=3)C2=O)[CH:6]=[CH:7][CH:8]=1.NN. Product: [CH3:1][O:2][C:3]1[CH:4]=[C:5]([C@H:9]2[CH2:13][CH2:12][CH2:11][C@H:10]2[NH2:14])[CH:6]=[CH:7][CH:8]=1. The catalyst class is: 11. (3) Reactant: [NH2:1][C@@H:2]1[C:16](=[O:17])[N:15]2[CH2:18][C@@:19](F)([O:21][C:22]3[CH:31]=[N:30][C:29]4[C:24](=[CH:25][CH:26]=[CH:27][CH:28]=4)[N:23]=3)[CH2:20][C@H:14]2[C:13](=[O:33])[NH:12][C@:11]2([C:35]([NH:37][S:38]([CH:41]3[CH2:43][CH2:42]3)(=[O:40])=[O:39])=[O:36])[CH2:34][C@H:10]2[CH2:9][CH:8]([F:44])[CH2:7][CH2:6][CH2:5][CH2:4][CH2:3]1.Cl.N1C=CC=CC=1.[CH3:52][C:53]1[O:57][N:56]=[C:55]([C:58]([OH:60])=O)[CH:54]=1.CN(C(ON1N=NC2C=CC=NC1=2)=[N+](C)C)C.[F:78][P-](F)(F)(F)(F)F. Product: [CH:41]1([S:38]([NH:37][C:35]([C@@:11]23[CH2:34][C@H:10]2[CH2:9][C:8]([F:44])([F:78])[CH2:7][CH2:6][CH2:5][CH2:4][CH2:3][C@H:2]([NH:1][C:58]([C:55]2[CH:54]=[C:53]([CH3:52])[O:57][N:56]=2)=[O:60])[C:16](=[O:17])[N:15]2[CH2:18][C@H:19]([O:21][C:22]4[CH:31]=[N:30][C:29]5[C:24](=[CH:25][CH:26]=[CH:27][CH:28]=5)[N:23]=4)[CH2:20][C@H:14]2[C:13](=[O:33])[NH:12]3)=[O:36])(=[O:40])=[O:39])[CH2:42][CH2:43]1. The catalyst class is: 39. (4) Reactant: [F:1][C:2]1[CH:11]=[C:10]2[C:5]([CH:6]=[CH:7][C:8](=[O:32])[N:9]2[CH2:12][CH2:13][N:14]2[CH2:18][C@H:17]([OH:19])[C@H:16]([CH2:20][NH:21]C(=O)OCC3C=CC=CC=3)[CH2:15]2)=[CH:4][CH:3]=1. Product: [NH2:21][CH2:20][C@H:16]1[C@@H:17]([OH:19])[CH2:18][N:14]([CH2:13][CH2:12][N:9]2[C:10]3[C:5](=[CH:4][CH:3]=[C:2]([F:1])[CH:11]=3)[CH:6]=[CH:7][C:8]2=[O:32])[CH2:15]1. The catalyst class is: 19.